Dataset: Drug-target binding data from BindingDB using Ki measurements. Task: Regression. Given a target protein amino acid sequence and a drug SMILES string, predict the binding affinity score between them. We predict pKi (pKi = -log10(Ki in M); higher means stronger inhibition). Dataset: bindingdb_ki. (1) The drug is N#Cc1ccc2c(c1)CN[C@@H](CF)C2. The target protein (P10938) has sequence MSGTDRSQAAGAVPDSDPGLAAVSSAYQRFEPRAYLRNNYAPPRGDLSCPDGVGPWKLRCLAQTFATGEVSGRTLIDIGSGPTIYQLLSACAHFEDITMTDFLEVNRQELRLWLREEPGAFDWSVYSQHVCLIEGKGESWQEKECQLRARVKRILPIDVHRPQPLGAGGLAPLPADALVSAFCLEAVSPDLASFQRALDHITTLLRPGGHLLLIGALEESWYLAGEARLAVVPVREEEVREALVRTATRCGICARTPMPAHLQTGVDDVKGIFFTRAQKKVGV. The pKi is 6.0. (2) The drug is O=C(O)CCC(NC(=O)Sc1cc[n+]([O-])cc1)C(=O)O. The target protein sequence is MHARRLPRLLPLALAFLLSPAAFAADTPAAELLRQAEAERPAYLDTLRQLVAVDSGTGQAEGLGQLSALLAERLQALGAQVRSAPATPSAGDNLVATLDGTGSKRFLLMIHYDTVFAAGSAAKRPFREDAERAYGPGVADAKGGVAMVLHALALLRQQGFRDYGRITVLFNPDEETGSAGSKQLIAELARQQDYVFSYEPPDRDAVTVATNGIDGLLLEVKGRSSHAGSAPEQGRNAILELSHQLLRLKDLGDPAKGTTLNWTLARGGEKRNIIPAEASAEADMRYSDPAESERVLADARKLTGERLVADTEVSLRLDKGRPPLVKNPASQRLAETAQTLYGRIGKRIEPIAMRFGTDAGYAYVPGSDKPAVLETLGVVGAGLHSEAEYLELSSIAPRLYLTVALIRELSAD. The pKi is 3.8.